Dataset: Forward reaction prediction with 1.9M reactions from USPTO patents (1976-2016). Task: Predict the product of the given reaction. (1) Given the reactants [Br:1][C:2]1[CH:3]=[C:4]([N+:21]([O-:23])=[O:22])[CH:5]=[C:6]([Br:20])[C:7]=1[O:8][C:9]1[CH:14]=[CH:13][C:12]([O:15]C)=[C:11]([CH:17]([CH3:19])[CH3:18])[CH:10]=1.B(Br)(Br)Br, predict the reaction product. The product is: [Br:1][C:2]1[CH:3]=[C:4]([N+:21]([O-:23])=[O:22])[CH:5]=[C:6]([Br:20])[C:7]=1[O:8][C:9]1[CH:14]=[CH:13][C:12]([OH:15])=[C:11]([CH:17]([CH3:19])[CH3:18])[CH:10]=1. (2) The product is: [F:30][C:28]1[CH:27]=[CH:26][C:25]2[C:21]([CH2:20][CH2:19][CH2:18][N:15]3[CH2:14][CH2:13][C@@H:12]4[N:8]5[C:9]6[C:4](=[CH:3][CH:2]=[CH:1][C:10]=6[C@@H:11]4[CH2:16]3)[CH2:5][CH2:6][CH2:7]5)=[N:22][O:23][C:24]=2[CH:29]=1. Given the reactants [CH:1]1[C:10]2[C@@H:11]3[CH2:16][NH:15][CH2:14][CH2:13][C@@H:12]3[N:8]3[C:9]=2[C:4]([CH2:5][CH2:6][CH2:7]3)=[CH:3][CH:2]=1.Cl[CH2:18][CH2:19][CH2:20][C:21]1[C:25]2[CH:26]=[CH:27][C:28]([F:30])=[CH:29][C:24]=2[O:23][N:22]=1.C([O-])([O-])=O.[K+].[K+], predict the reaction product.